From a dataset of Forward reaction prediction with 1.9M reactions from USPTO patents (1976-2016). Predict the product of the given reaction. (1) Given the reactants [Cl:1][C:2]1[N:10]=[C:9]2[C:5]([N:6]=[CH:7][N:8]2[CH3:11])=[C:4](Cl)[N:3]=1.[CH3:13][C@H:14]1[CH2:19][O:18][CH2:17][CH2:16][NH:15]1.C(N(CC)C(C)C)(C)C.C(OCC)(=O)C, predict the reaction product. The product is: [Cl:1][C:2]1[N:10]=[C:9]2[C:5]([N:6]=[CH:7][N:8]2[CH3:11])=[C:4]([N:15]2[CH2:16][CH2:17][O:18][CH2:19][C@@H:14]2[CH3:13])[N:3]=1. (2) Given the reactants [Cl:1][C:2]1[C:7]([F:8])=[CH:6][CH:5]=[C:4]([N+:9]([O-])=O)[C:3]=1[NH:12][C:13]1[CH:18]=[CH:17][CH:16]=[CH:15][CH:14]=1.[NH4+].[Cl-], predict the reaction product. The product is: [Cl:1][C:2]1[C:7]([F:8])=[CH:6][CH:5]=[C:4]([NH2:9])[C:3]=1[NH:12][C:13]1[CH:18]=[CH:17][CH:16]=[CH:15][CH:14]=1. (3) Given the reactants FC(F)(F)C(O)=O.[F:8][C:9]1([F:42])[CH2:14][CH2:13][CH:12]([N:15]([C:22]2[CH:34]=[C:33]([N:35]3[CH2:40][CH2:39][N:38]([CH3:41])[CH2:37][CH2:36]3)[CH:32]=[CH:31][C:23]=2[C:24]([O:26]C(C)(C)C)=[O:25])[C:16](=[O:21])[C:17]([F:20])([F:19])[F:18])[CH2:11][CH2:10]1, predict the reaction product. The product is: [F:42][C:9]1([F:8])[CH2:14][CH2:13][CH:12]([N:15]([C:22]2[CH:34]=[C:33]([N:35]3[CH2:36][CH2:37][N:38]([CH3:41])[CH2:39][CH2:40]3)[CH:32]=[CH:31][C:23]=2[C:24]([OH:26])=[O:25])[C:16](=[O:21])[C:17]([F:18])([F:19])[F:20])[CH2:11][CH2:10]1. (4) Given the reactants [CH3:1][C:2]([CH3:35])([CH3:34])[C:3]#[C:4][C:5]1[S:9][C:8]([C:10]([O:12]C)=[O:11])=[C:7]([N:14]([C@H:24]2[CH2:28][CH2:27][N:26]([CH2:29][CH2:30][O:31][CH3:32])[C:25]2=[O:33])[C:15]([C@H:17]2[CH2:22][CH2:21][C@H:20]([CH3:23])[CH2:19][CH2:18]2)=[O:16])[CH:6]=1.O[Li].O.Cl, predict the reaction product. The product is: [CH3:34][C:2]([CH3:1])([CH3:35])[C:3]#[C:4][C:5]1[S:9][C:8]([C:10]([OH:12])=[O:11])=[C:7]([N:14]([C@H:24]2[CH2:28][CH2:27][N:26]([CH2:29][CH2:30][O:31][CH3:32])[C:25]2=[O:33])[C:15]([C@H:17]2[CH2:22][CH2:21][C@H:20]([CH3:23])[CH2:19][CH2:18]2)=[O:16])[CH:6]=1.